From a dataset of Catalyst prediction with 721,799 reactions and 888 catalyst types from USPTO. Predict which catalyst facilitates the given reaction. (1) Reactant: [C:1]([C:5]1[CH:6]=[C:7]([CH:9]=[CH:10][CH:11]=1)[NH2:8])([CH3:4])([CH3:3])[CH3:2].[N-]=[C:13]=[O:14]. Product: [C:1]([C:5]1[CH:11]=[CH:10][CH:9]=[C:7]([N:8]=[C:13]=[O:14])[CH:6]=1)([CH3:4])([CH3:2])[CH3:3]. The catalyst class is: 2. (2) Reactant: [Cl:1][C:2]1[CH:7]=[C:6](Cl)[N:5]2[N:9]=[C:10]([C:12]3[S:13][CH:14]=[CH:15][CH:16]=3)[CH:11]=[C:4]2[N:3]=1.[NH:17]1[CH2:22][CH2:21][O:20][CH2:19][CH2:18]1. Product: [Cl:1][C:2]1[CH:7]=[C:6]([N:17]2[CH2:22][CH2:21][O:20][CH2:19][CH2:18]2)[N:5]2[N:9]=[C:10]([C:12]3[S:13][CH:14]=[CH:15][CH:16]=3)[CH:11]=[C:4]2[N:3]=1. The catalyst class is: 12. (3) Product: [CH3:1][O:2][C:3]([C:4]1[CH:9]=[CH:8][C:7]([C:18]2[CH:19]=[CH:20][C:15]([F:14])=[CH:16][CH:17]=2)=[C:6]([O:11][CH3:12])[CH:5]=1)=[O:13]. The catalyst class is: 427. Reactant: [CH3:1][O:2][C:3](=[O:13])[C:4]1[CH:9]=[CH:8][C:7](I)=[C:6]([O:11][CH3:12])[CH:5]=1.[F:14][C:15]1[CH:20]=[CH:19][C:18](B(O)O)=[CH:17][CH:16]=1.C([O-])([O-])=O.[Cs+].[Cs+]. (4) Reactant: [CH3:1][C:2]1[CH:23]=[CH:22][C:5]([C:6]([NH:8][CH:9]([NH:11]C(=O)OCC2C=CC=CC=2)[CH3:10])=[O:7])=[CH:4][CH:3]=1.[ClH:24].[H][H]. Product: [ClH:24].[NH2:11][CH:9]([NH:8][C:6](=[O:7])[C:5]1[CH:22]=[CH:23][C:2]([CH3:1])=[CH:3][CH:4]=1)[CH3:10]. The catalyst class is: 19. (5) Reactant: O[C:2]1[CH:3]=[N:4][CH:5]=[CH:6][CH:7]=1.[CH3:8][N:9]([CH3:13])[C:10](Cl)=[S:11].CCOCC. Product: [CH3:8][N:9]([CH3:13])[C:10]([C:2]1[CH:3]=[N:4][CH:5]=[CH:6][CH:7]=1)=[S:11]. The catalyst class is: 3. (6) Reactant: [CH3:1][C:2]([NH:16][C:17](=[O:23])[O:18][C:19]([CH3:22])([CH3:21])[CH3:20])([C@H:4]1[CH2:8][CH2:7][N:6](CC2C=CC=CC=2)[CH2:5]1)[CH3:3]. Product: [CH3:3][C:2]([NH:16][C:17](=[O:23])[O:18][C:19]([CH3:22])([CH3:21])[CH3:20])([C@H:4]1[CH2:8][CH2:7][NH:6][CH2:5]1)[CH3:1]. The catalyst class is: 19. (7) Reactant: [CH3:1][C:2]1([CH3:16])[CH2:7][C:6]([CH2:9][N:10]=[C:11]=[O:12])([CH3:8])[CH2:5][CH:4]([N:13]=[C:14]=[O:15])[CH2:3]1.[CH3:17][CH:18]([NH:20][P:21]([O:25][C:26]1[CH:31]=[CH:30][C:29]([Cl:32])=[CH:28][C:27]=1[Cl:33])([O:23][CH3:24])=[S:22])[CH3:19]. Product: [CH3:19][CH:18]([NH:20][P:21]([O:25][C:26]1[CH:31]=[CH:30][C:29]([Cl:32])=[CH:28][C:27]=1[Cl:33])([O:23][CH3:24])=[S:22])[CH3:17].[CH3:1][C:2]1([CH3:16])[CH2:7][C:6]([CH2:9][N:10]=[C:11]=[O:12])([CH3:8])[CH2:5][CH:4]([N:13]=[C:14]=[O:15])[CH2:3]1.[CH3:1][C:2]([CH3:16])=[O:23]. The catalyst class is: 21. (8) Product: [C:1]([O:5][C:6]([N:8]1[CH2:13][CH2:12][CH:11]([NH:42][CH2:35][C:36]2[CH:41]=[CH:40][CH:39]=[CH:38][CH:37]=2)[CH:10]([F:15])[CH2:9]1)=[O:7])([CH3:4])([CH3:3])[CH3:2]. The catalyst class is: 26. Reactant: [C:1]([O:5][C:6]([N:8]1[CH2:13][CH2:12][C:11](=O)[CH:10]([F:15])[CH2:9]1)=[O:7])([CH3:4])([CH3:3])[CH3:2].C(O[BH-](OC(=O)C)OC(=O)C)(=O)C.[Na+].C(=O)([O-])O.[Na+].[CH2:35]([NH2:42])[C:36]1[CH:41]=[CH:40][CH:39]=[CH:38][CH:37]=1.